This data is from Forward reaction prediction with 1.9M reactions from USPTO patents (1976-2016). The task is: Predict the product of the given reaction. Given the reactants C([O:5][C:6](=[O:34])[C:7]1[CH:12]=[CH:11][C:10]([CH2:13][N:14]2[CH:23]=[CH:22][C:21]3[C:16](=[CH:17][C:18]([C:24]#[C:25][CH2:26][C:27]4[CH:32]=[CH:31][CH:30]=[CH:29][CH:28]=4)=[CH:19][CH:20]=3)[C:15]2=[O:33])=[CH:9][CH:8]=1)(C)(C)C.FC(F)(F)C(O)=O, predict the reaction product. The product is: [O:33]=[C:15]1[C:16]2[C:21](=[CH:20][CH:19]=[C:18]([C:24]#[C:25][CH2:26][C:27]3[CH:32]=[CH:31][CH:30]=[CH:29][CH:28]=3)[CH:17]=2)[CH:22]=[CH:23][N:14]1[CH2:13][C:10]1[CH:9]=[CH:8][C:7]([C:6]([OH:34])=[O:5])=[CH:12][CH:11]=1.